Task: Predict which catalyst facilitates the given reaction.. Dataset: Catalyst prediction with 721,799 reactions and 888 catalyst types from USPTO (1) Reactant: [OH-].[Na+].CC1(C)C(C)(C)OB([C:11]2[CH:19]=[CH:18][CH:17]=[C:16]3[C:12]=2[CH:13]=[CH:14][NH:15]3)O1.[NH2:21][C:22]1[CH:27]=[CH:26][C:25](Br)=[CH:24][N:23]=1. Product: [NH:15]1[C:16]2[C:12](=[C:11]([C:25]3[CH:26]=[CH:27][C:22]([NH2:21])=[N:23][CH:24]=3)[CH:19]=[CH:18][CH:17]=2)[CH:13]=[CH:14]1. The catalyst class is: 354. (2) Reactant: [N:1]1[CH:9]=[C:8]2[C:4]([N:5]([CH2:10][C:11]3[CH:22]=[CH:21][C:14]4[N:15]=[C:16](S(C)=O)[S:17][C:13]=4[CH:12]=3)[CH:6]=[N:7]2)=[N:3][CH:2]=1.[NH2:23][C@@H:24]1[C:32]2[C:27](=[CH:28][CH:29]=[CH:30][CH:31]=2)[CH2:26][C@H:25]1[OH:33].CCN(C(C)C)C(C)C. Product: [N:1]1[CH:9]=[C:8]2[C:4]([N:5]([CH2:10][C:11]3[CH:22]=[CH:21][C:14]4[N:15]=[C:16]([NH:23][C@@H:24]5[C:32]6[C:27](=[CH:28][CH:29]=[CH:30][CH:31]=6)[CH2:26][C@H:25]5[OH:33])[S:17][C:13]=4[CH:12]=3)[CH:6]=[N:7]2)=[N:3][CH:2]=1. The catalyst class is: 37. (3) Reactant: [C:1]([C:4]1[CH:5]=[C:6]([C:24]2[CH2:25][CH2:26][N:27]([C:30]([O:32][C:33]([CH3:36])([CH3:35])[CH3:34])=[O:31])[CH2:28][CH:29]=2)[CH:7]=[N:8][C:9]=1[O:10][C:11]1[CH:16]=[CH:15][C:14]([O:17][C:18]2[CH:23]=[CH:22][CH:21]=[CH:20][CH:19]=2)=[CH:13][CH:12]=1)(=[O:3])[NH2:2]. Product: [C:1]([C:4]1[CH:5]=[C:6]([CH:24]2[CH2:29][CH2:28][N:27]([C:30]([O:32][C:33]([CH3:36])([CH3:35])[CH3:34])=[O:31])[CH2:26][CH2:25]2)[CH:7]=[N:8][C:9]=1[O:10][C:11]1[CH:12]=[CH:13][C:14]([O:17][C:18]2[CH:23]=[CH:22][CH:21]=[CH:20][CH:19]=2)=[CH:15][CH:16]=1)(=[O:3])[NH2:2]. The catalyst class is: 19. (4) Reactant: [NH2:1][C:2]1[CH:11]=[C:10]([C:12]2[C:21]3[C:16](=[CH:17][C:18]([O:27][CH2:28][CH3:29])=[C:19]4[O:24][C:23]([CH3:26])([CH3:25])[CH2:22][C:20]4=3)[CH2:15][C:14]([CH3:31])([CH3:30])[N:13]=2)[CH:9]=[CH:8][C:3]=1[C:4]([O:6][CH3:7])=[O:5].C(N(CC)CC)C.[F:39][C:40]([F:51])([F:50])[C:41](O[C:41](=[O:42])[C:40]([F:51])([F:50])[F:39])=[O:42]. Product: [CH2:28]([O:27][C:18]1[CH:17]=[C:16]2[C:21](=[C:20]3[CH2:22][C:23]([CH3:26])([CH3:25])[O:24][C:19]=13)[C:12]([C:10]1[CH:9]=[CH:8][C:3]([C:4]([O:6][CH3:7])=[O:5])=[C:2]([NH:1][C:41](=[O:42])[C:40]([F:51])([F:50])[F:39])[CH:11]=1)=[N:13][C:14]([CH3:30])([CH3:31])[CH2:15]2)[CH3:29]. The catalyst class is: 7. (5) Reactant: [NH2:1][C:2]1[CH:29]=[CH:28][C:5]([O:6][C:7]2[CH:8]=[CH:9][C:10]([NH:17][S:18]([C:21]3[CH:26]=[CH:25][C:24]([CH3:27])=[CH:23][CH:22]=3)(=[O:20])=[O:19])=[C:11]([CH:16]=2)[C:12]([O:14][CH3:15])=[O:13])=[CH:4][C:3]=1[C:30]([NH2:32])=[O:31].[S:33](Cl)([C:36]1[CH:42]=[CH:41][C:39]([CH3:40])=[CH:38][CH:37]=1)(=[O:35])=[O:34].N1C=CC=CC=1. Product: [CH3:15][O:14][C:12](=[O:13])[C:11]1[CH:16]=[C:7]([O:6][C:5]2[CH:28]=[CH:29][C:2]([NH:1][S:33]([C:36]3[CH:42]=[CH:41][C:39]([CH3:40])=[CH:38][CH:37]=3)(=[O:35])=[O:34])=[C:3]([C:30](=[O:31])[NH2:32])[CH:4]=2)[CH:8]=[CH:9][C:10]=1[NH:17][S:18]([C:21]1[CH:26]=[CH:25][C:24]([CH3:27])=[CH:23][CH:22]=1)(=[O:20])=[O:19]. The catalyst class is: 168. (6) Reactant: [OH:1][C@H:2]1[CH2:10][C:9]2[C:4](=[CH:5][CH:6]=[CH:7][CH:8]=2)[C@H:3]1[NH:11][C:12]([C:14]1[CH:19]=[CH:18][CH:17]=[C:16]([C:20]2[C:28]3[C:23](=[CH:24][CH:25]=[C:26]([C:29]4[N:33]=[CH:32][N:31](C(C5C=CC=CC=5)(C5C=CC=CC=5)C5C=CC=CC=5)[N:30]=4)[CH:27]=3)[N:22](C3CCCCO3)[N:21]=2)[CH:15]=1)=[O:13].Cl.C(=O)(O)[O-].[Na+]. Product: [NH:30]1[C:29]([C:26]2[CH:27]=[C:28]3[C:23](=[CH:24][CH:25]=2)[NH:22][N:21]=[C:20]3[C:16]2[CH:15]=[C:14]([C:12]([NH:11][C@@H:3]3[C:4]4[C:9](=[CH:8][CH:7]=[CH:6][CH:5]=4)[CH2:10][C@@H:2]3[OH:1])=[O:13])[CH:19]=[CH:18][CH:17]=2)=[N:33][CH:32]=[N:31]1. The catalyst class is: 12. (7) Product: [N:23]1([C:21](=[O:22])[CH2:20][N:7]2[C:8]3[CH2:16][CH:15]4[N:11]([CH2:12][CH2:13][CH2:14]4)[CH2:10][C:9]=3[C:5]3[CH:4]=[CH:3][CH:2]=[N:1][C:6]2=3)[CH2:28][CH2:27][CH2:26][CH2:25][CH2:24]1. Reactant: [N:1]1[C:6]2[NH:7][C:8]3[CH2:16][CH:15]4[N:11]([CH2:12][CH2:13][CH2:14]4)[CH2:10][C:9]=3[C:5]=2[CH:4]=[CH:3][CH:2]=1.[H-].[Na+].Cl[CH2:20][C:21]([N:23]1[CH2:28][CH2:27][CH2:26][CH2:25][CH2:24]1)=[O:22]. The catalyst class is: 3. (8) Reactant: [NH:1]1[C:9]2[C:4](=[CH:5][CH:6]=[CH:7][CH:8]=2)[CH:3]=[CH:2]1.[H-].[Na+].Cl[C:13]1[C:14]2[N:28]([CH3:29])[N:27]=[C:26]([CH2:30][CH2:31][CH3:32])[C:15]=2[N:16]=[C:17]([C:19]2[CH:24]=[CH:23][C:22]([F:25])=[CH:21][CH:20]=2)[N:18]=1. Product: [F:25][C:22]1[CH:21]=[CH:20][C:19]([C:17]2[N:18]=[C:13]([N:1]3[C:9]4[C:4](=[CH:5][CH:6]=[CH:7][CH:8]=4)[CH:3]=[CH:2]3)[C:14]3[N:28]([CH3:29])[N:27]=[C:26]([CH2:30][CH2:31][CH3:32])[C:15]=3[N:16]=2)=[CH:24][CH:23]=1. The catalyst class is: 6.